Dataset: Forward reaction prediction with 1.9M reactions from USPTO patents (1976-2016). Task: Predict the product of the given reaction. (1) Given the reactants F[P-](F)(F)(F)(F)F.N1(OC(N(C)C)=[N+](C)C)C2N=CC=CC=2N=N1.[F:25][C:26]1[CH:47]=[CH:46][C:29]([CH2:30][N:31]2[CH2:45][CH2:44][N:34]3[C:35]4[N:43]=[CH:42][CH:41]=[CH:40][C:36]=4[NH:37][CH2:38][CH2:39][CH:33]3[CH2:32]2)=[CH:28][CH:27]=1.[C:48]([O:52][C:53]([N:55]1[CH2:58][CH:57]([C:59](O)=[O:60])[CH2:56]1)=[O:54])([CH3:51])([CH3:50])[CH3:49].C(N(C(C)C)CC)(C)C, predict the reaction product. The product is: [F:25][C:26]1[CH:47]=[CH:46][C:29]([CH2:30][N:31]2[CH2:45][CH2:44][N:34]3[C:35]4[N:43]=[CH:42][CH:41]=[CH:40][C:36]=4[N:37]([C:59]([CH:57]4[CH2:58][N:55]([C:53]([O:52][C:48]([CH3:51])([CH3:50])[CH3:49])=[O:54])[CH2:56]4)=[O:60])[CH2:38][CH2:39][CH:33]3[CH2:32]2)=[CH:28][CH:27]=1. (2) Given the reactants [CH3:1][O:2][C:3]1[CH:4]=[C:5]([CH:23]=[CH:24][CH:25]=1)[NH:6][C:7]1[CH:12]=[C:11]([C:13]([F:16])([F:15])[F:14])[N:10]=[C:9]([C:17]2[CH:22]=[CH:21][CH:20]=[CH:19][N:18]=2)[N:8]=1.Cl, predict the reaction product. The product is: [CH3:1][O:2][C:3]1[CH:4]=[C:5]([CH:23]=[CH:24][CH:25]=1)[NH:6][C:7]1[CH:12]=[C:11]([C:13]([F:14])([F:16])[F:15])[N:10]=[C:9]([CH:17]2[CH2:22][CH2:21][CH2:20][CH2:19][NH:18]2)[N:8]=1. (3) Given the reactants CC([O-])(C)C.[K+].[N:7]1[C:12]([CH3:13])=[CH:11][CH:10]=[CH:9][C:8]=1[CH3:14].[SiH:15]([CH2:20][CH3:21])([CH2:18][CH3:19])[CH2:16][CH3:17], predict the reaction product. The product is: [CH3:14][C:8]1[CH:9]=[CH:10][CH:11]=[C:12]([CH2:13][Si:15]([CH2:20][CH3:21])([CH2:18][CH3:19])[CH2:16][CH3:17])[N:7]=1. (4) Given the reactants [Br:1][C:2]1[S:11][C:5]2[N:6]=[CH:7][N:8]=[C:9](O)[C:4]=2[CH:3]=1.P(Cl)(Cl)([Cl:14])=O.C([O-])(O)=O.[Na+], predict the reaction product. The product is: [Br:1][C:2]1[S:11][C:5]2[N:6]=[CH:7][N:8]=[C:9]([Cl:14])[C:4]=2[CH:3]=1. (5) Given the reactants Cl.O.[F:3][C:4]1[CH:36]=[N:35][CH:34]=[CH:33][C:5]=1[C:6]([NH:8][C:9]12[C:27](=[O:28])[C:26]3[C:21](=[CH:22][CH:23]=[CH:24][C:25]=3[N+:29]([O-])=O)[C:10]1([OH:32])[O:11][C:12]1[CH:17]=[C:16]([CH:18]([CH3:20])[CH3:19])[CH:15]=[CH:14][C:13]=12)=[O:7], predict the reaction product. The product is: [NH2:29][C:25]1[CH:24]=[CH:23][CH:22]=[C:21]2[C:26]=1[C:27](=[O:28])[C:9]1([NH:8][C:6](=[O:7])[C:5]3[CH:33]=[CH:34][N:35]=[CH:36][C:4]=3[F:3])[C:13]3[CH:14]=[CH:15][C:16]([CH:18]([CH3:20])[CH3:19])=[CH:17][C:12]=3[O:11][C:10]12[OH:32]. (6) Given the reactants [F:1][C:2]1[CH:3]=[C:4]([C:8]2[C:17]3[N:16]=[CH:15][CH:14]=[CH:13][C:12]=3[C:11]([C:18]#[N:19])=[CH:10][C:9]=2[CH:20]([OH:22])[CH3:21])[CH:5]=[CH:6][CH:7]=1.C(N(CC)CC)C.[CH3:30][S:31](Cl)(=[O:33])=[O:32], predict the reaction product. The product is: [CH3:30][S:31]([O:22][CH:20]([C:9]1[C:8]([C:4]2[CH:5]=[CH:6][CH:7]=[C:2]([F:1])[CH:3]=2)=[C:17]2[C:12]([CH:13]=[CH:14][CH:15]=[N:16]2)=[C:11]([C:18]#[N:19])[CH:10]=1)[CH3:21])(=[O:33])=[O:32].